From a dataset of Reaction yield outcomes from USPTO patents with 853,638 reactions. Predict the reaction yield, written as a fraction of the theoretical maximum amount of product (1.0 means a 100% yield; for example, 0.34 means a 34% yield). The reactants are [C:1]([O:4][CH2:5][C@H:6]([NH:21][C:22]([O:24][CH2:25][C:26]1[CH:31]=[CH:30][CH:29]=[CH:28][CH:27]=1)=[O:23])[C:7]([N:9]1[CH2:13][CH2:12][CH2:11][C@H:10]1[C:14]([O:16]C(C)(C)C)=[O:15])=[O:8])(=[O:3])[CH3:2].C(O)(C(F)(F)F)=O.C(Cl)Cl. The catalyst is C(Cl)Cl.O. The product is [C:1]([O:4][CH2:5][C@H:6]([NH:21][C:22]([O:24][CH2:25][C:26]1[CH:27]=[CH:28][CH:29]=[CH:30][CH:31]=1)=[O:23])[C:7]([N:9]1[CH2:13][CH2:12][CH2:11][C@H:10]1[C:14]([OH:16])=[O:15])=[O:8])(=[O:3])[CH3:2]. The yield is 0.920.